From a dataset of Full USPTO retrosynthesis dataset with 1.9M reactions from patents (1976-2016). Predict the reactants needed to synthesize the given product. (1) Given the product [CH3:8][CH:6]1[N:7]([CH3:16])[CH:2]([CH3:1])[CH2:3][N:4]([C:9]([O:11][C:12]([CH3:13])([CH3:15])[CH3:14])=[O:10])[CH2:5]1, predict the reactants needed to synthesize it. The reactants are: [CH3:1][CH:2]1[NH:7][CH:6]([CH3:8])[CH2:5][N:4]([C:9]([O:11][C:12]([CH3:15])([CH3:14])[CH3:13])=[O:10])[CH2:3]1.[CH2:16]=O.[BH4-].[Na+]. (2) The reactants are: Br[C:2]1[CH:7]=[CH:6][C:5]([OH:8])=[C:4]([F:9])[CH:3]=1.[N:10]1[NH:11][N:12]=[CH:13][CH:14]=1.P([O-])([O-])([O-])=O.[K+].[K+].[K+].CNCCNC.Cl. Given the product [F:9][C:4]1[CH:3]=[C:2]([N:10]2[CH:14]=[CH:13][N:12]=[N:11]2)[CH:7]=[CH:6][C:5]=1[OH:8], predict the reactants needed to synthesize it. (3) Given the product [CH2:8]([O:15][C:16]1[CH:21]=[CH:20][N:19]([C:2](=[CH2:3])[C:1]([O:5][CH2:6][CH3:7])=[O:4])[C:18](=[O:22])[CH:17]=1)[C:9]1[CH:10]=[CH:11][CH:12]=[CH:13][CH:14]=1, predict the reactants needed to synthesize it. The reactants are: [C:1]([O:5][CH2:6][CH3:7])(=[O:4])[C:2]#[CH:3].[CH2:8]([O:15][C:16]1[CH:21]=[CH:20][NH:19][C:18](=[O:22])[CH:17]=1)[C:9]1[CH:14]=[CH:13][CH:12]=[CH:11][CH:10]=1.C1(P(C2C=CC=CC=2)C2C=CC=CC=2)C=CC=CC=1. (4) Given the product [CH3:27][O:26][C:23]1[CH:22]=[CH:21][C:20]([CH2:19][N:10]2[C:9]3[C:3]([C:4]([O:6][CH2:7][CH3:8])=[O:5])=[CH:2][NH:1][C:14](=[O:16])[C:13]=3[CH:12]=[CH:11]2)=[CH:25][CH:24]=1, predict the reactants needed to synthesize it. The reactants are: [NH2:1][CH:2]=[C:3]([C:9]1[N:10]([CH2:19][C:20]2[CH:25]=[CH:24][C:23]([O:26][CH3:27])=[CH:22][CH:21]=2)[CH:11]=[CH:12][C:13]=1[C:14]([O:16]CC)=O)[C:4]([O:6][CH2:7][CH3:8])=[O:5].CC(C)([O-])C.[Na+].CN(C)C=O.O. (5) Given the product [C:21]([O:25][C:26](=[O:27])[NH:28][CH:29]1[CH2:34][CH2:33][N:32]([C:2]2[N:7]([CH2:8][CH3:9])[C:6](=[O:10])[CH:5]=[C:4]([Cl:11])[N:3]=2)[CH2:31][CH2:30]1)([CH3:24])([CH3:22])[CH3:23], predict the reactants needed to synthesize it. The reactants are: Cl[C:2]1[N:7]([CH2:8][CH3:9])[C:6](=[O:10])[CH:5]=[C:4]([Cl:11])[N:3]=1.CCN(C(C)C)C(C)C.[C:21]([O:25][C:26]([NH:28][CH:29]1[CH2:34][CH2:33][NH:32][CH2:31][CH2:30]1)=[O:27])([CH3:24])([CH3:23])[CH3:22]. (6) Given the product [CH2:18]([N:21]([CH2:3][C@H:2]([OH:1])[C@@H:4]([N:7]1[C:15](=[O:16])[C:14]2[C:9](=[CH:10][CH:11]=[CH:12][CH:13]=2)[C:8]1=[O:17])[CH:5]=[CH2:6])[S:22]([C:25]1[CH:30]=[CH:29][CH:28]=[CH:27][N:26]=1)(=[O:24])=[O:23])[CH:19]=[CH2:20], predict the reactants needed to synthesize it. The reactants are: [O:1]1[CH2:3][C@@H:2]1[C@H:4]([N:7]1[C:15](=[O:16])[C:14]2[C:9](=[CH:10][CH:11]=[CH:12][CH:13]=2)[C:8]1=[O:17])[CH:5]=[CH2:6].[CH2:18]([NH:21][S:22]([C:25]1[CH:30]=[CH:29][CH:28]=[CH:27][N:26]=1)(=[O:24])=[O:23])[CH:19]=[CH2:20].N12CCCN=C1CCCCC2. (7) Given the product [N+:1]([C:4]1[CH:5]=[CH:6][C:7]([N:10]2[CH2:15][CH2:14][N:13]([CH2:17][CH2:16][CH2:22][S:19]([OH:21])(=[O:20])=[O:18])[CH2:12][CH2:11]2)=[CH:8][CH:9]=1)([O-:3])=[O:2], predict the reactants needed to synthesize it. The reactants are: [N+:1]([C:4]1[CH:9]=[CH:8][C:7]([N:10]2[CH2:15][CH2:14][NH:13][CH2:12][CH2:11]2)=[CH:6][CH:5]=1)([O-:3])=[O:2].[CH2:16]1[CH2:22][S:19](=[O:21])(=[O:20])[O:18][CH2:17]1. (8) The reactants are: [OH:1][C:2]1[CH:11]=[C:10]([OH:12])[C:9]([C@@H:13]2[CH2:17][CH2:16][N:15]([CH3:18])[C@H:14]2[CH2:19][OH:20])=[C:8]2[C:3]=1[C:4](=[O:30])[CH:5]=[C:6]([C:21]1[CH:26]=[CH:25][CH:24]=[C:23]([N+:27]([O-:29])=[O:28])[CH:22]=1)[O:7]2.[ClH:31].[CH3:32]O. Given the product [ClH:31].[OH:1][C:2]1[CH:11]=[C:10]([OH:12])[C:9]([C@@H:13]2[CH2:17][CH2:16][N:15]([CH2:18][CH3:32])[C@H:14]2[CH2:19][OH:20])=[C:8]2[C:3]=1[C:4](=[O:30])[CH:5]=[C:6]([C:21]1[CH:26]=[CH:25][CH:24]=[C:23]([N+:27]([O-:29])=[O:28])[CH:22]=1)[O:7]2, predict the reactants needed to synthesize it.